This data is from Full USPTO retrosynthesis dataset with 1.9M reactions from patents (1976-2016). The task is: Predict the reactants needed to synthesize the given product. Given the product [CH2:25]([O:24][C:22](=[O:23])[CH2:21][O:1][CH2:2][CH:3]1[CH2:8][CH2:7][N:6]([C:9]([O:11][CH2:12][C:13]2[CH:14]=[CH:15][CH:16]=[CH:17][CH:18]=2)=[O:10])[CH2:5][CH2:4]1)[CH3:26], predict the reactants needed to synthesize it. The reactants are: [OH:1][CH2:2][CH:3]1[CH2:8][CH2:7][N:6]([C:9]([O:11][CH2:12][C:13]2[CH:18]=[CH:17][CH:16]=[CH:15][CH:14]=2)=[O:10])[CH2:5][CH2:4]1.[N+](=[CH:21][C:22]([O:24][CH2:25][CH3:26])=[O:23])=[N-].N#N.